Dataset: Reaction yield outcomes from USPTO patents with 853,638 reactions. Task: Predict the reaction yield, written as a fraction of the theoretical maximum amount of product (1.0 means a 100% yield; for example, 0.34 means a 34% yield). (1) The reactants are [Br:1][C:2]1[CH:3]=[C:4]([C:15]([OH:17])=O)[C:5](=[O:14])[N:6]([C:8]2[CH:13]=[CH:12][CH:11]=[CH:10][CH:9]=2)[CH:7]=1.[CH3:18][O:19][C:20]1[CH:21]=[C:22]2[C:27](=[CH:28][C:29]=1[O:30][CH3:31])[N:26]=[CH:25][CH:24]=[C:23]2[O:32][C:33]1[CH:38]=[CH:37][C:36]([NH2:39])=[CH:35][C:34]=1[F:40].C(Cl)CCl.C1C=NC2N(O)N=NC=2C=1.C(N(CC)C(C)C)(C)C. The catalyst is CN(C)C=O.C(OCC)(=O)C.O. The product is [Br:1][C:2]1[CH:3]=[C:4]([C:15]([NH:39][C:36]2[CH:37]=[CH:38][C:33]([O:32][C:23]3[C:22]4[C:27](=[CH:28][C:29]([O:30][CH3:31])=[C:20]([O:19][CH3:18])[CH:21]=4)[N:26]=[CH:25][CH:24]=3)=[C:34]([F:40])[CH:35]=2)=[O:17])[C:5](=[O:14])[N:6]([C:8]2[CH:9]=[CH:10][CH:11]=[CH:12][CH:13]=2)[CH:7]=1. The yield is 0.920. (2) The reactants are [CH2:1]([O:3][C:4](OCC)=[CH:5][C:6](=[O:11])[C:7]([F:10])([F:9])[F:8])[CH3:2].[NH4+:15].[OH-]. The catalyst is CC#N.O. The product is [NH2:15]/[C:4](/[O:3][CH2:1][CH3:2])=[CH:5]\[C:6](=[O:11])[C:7]([F:10])([F:9])[F:8]. The yield is 0.930. (3) The reactants are [NH:1]1[C:5]2=[N:6][CH:7]=[CH:8][CH:9]=[C:4]2[C:3]([C:10]([C:12]2[CH:13]=[C:14]([CH:17]=[CH:18][CH:19]=2)[CH:15]=O)=[O:11])=[CH:2]1.[C:20]([CH2:22][C:23]([NH2:25])=[O:24])#[N:21].N1CCCCC1. The catalyst is C1COCC1. The product is [NH:1]1[C:5]2=[N:6][CH:7]=[CH:8][CH:9]=[C:4]2[C:3]([C:10]([C:12]2[CH:13]=[C:14]([CH:15]=[C:22]([C:20]#[N:21])[C:23]([NH2:25])=[O:24])[CH:17]=[CH:18][CH:19]=2)=[O:11])=[CH:2]1. The yield is 0.0600. (4) The reactants are Br[C:2]1[C:7]([F:8])=[CH:6][C:5]([N:9]2[C:18]3[C:13](=[CH:14][C:15]([S:19]([NH:22][C:23]4[CH:27]=[CH:26][O:25][N:24]=4)(=[O:21])=[O:20])=[CH:16][CH:17]=3)[CH:12]=[CH:11][C:10]2=[O:28])=[C:4]([O:29][CH2:30][C:31]#[N:32])[CH:3]=1.[Cl:33][C:34]1[CH:39]=[CH:38][C:37](B(O)O)=[CH:36][C:35]=1[CH3:43].C(=O)([O-])[O-].[K+].[K+].C(Cl)Cl. The catalyst is CN(C=O)C.O.CS(C)=O. The product is [Cl:33][C:34]1[CH:39]=[CH:38][C:37]([C:2]2[CH:3]=[C:4]([O:29][CH2:30][C:31]#[N:32])[C:5]([N:9]3[C:18]4[C:13](=[CH:14][C:15]([S:19]([NH:22][C:23]5[CH:27]=[CH:26][O:25][N:24]=5)(=[O:21])=[O:20])=[CH:16][CH:17]=4)[CH:12]=[CH:11][C:10]3=[O:28])=[CH:6][C:7]=2[F:8])=[CH:36][C:35]=1[CH3:43]. The yield is 0.260. (5) The reactants are [CH:1](N(C(C)C)CC)(C)C.[Cl:10][C:11]1[CH:16]=[CH:15][C:14]([S:17]([CH2:20][C:21]([OH:23])=[O:22])(=[O:19])=[O:18])=[CH:13][CH:12]=1.CI. The catalyst is CC#N. The product is [CH3:1][O:22][C:21](=[O:23])[CH2:20][S:17]([C:14]1[CH:13]=[CH:12][C:11]([Cl:10])=[CH:16][CH:15]=1)(=[O:19])=[O:18]. The yield is 0.900. (6) The reactants are [C:1](=[S:3])=S.[NH2:4][C:5]1[CH:13]=[CH:12][C:8]([C:9]([OH:11])=[O:10])=[CH:7][CH:6]=1.C(N(CC)CC)C.II.Cl.S([O-])([O-])=O.[Na+].[Na+]. The catalyst is C(OCC)(=O)C.O1CCCC1.O. The product is [N:4]([C:5]1[CH:13]=[CH:12][C:8]([C:9]([OH:11])=[O:10])=[CH:7][CH:6]=1)=[C:1]=[S:3]. The yield is 1.00. (7) The product is [NH2:13][C:12]1[C:2]([OH:1])=[C:3]([CH:9]=[CH:10][CH:11]=1)[C:4]([N:6]([CH3:8])[CH3:7])=[O:5]. The yield is 1.00. The reactants are [OH:1][C:2]1[C:12]([N+:13]([O-])=O)=[CH:11][CH:10]=[CH:9][C:3]=1[C:4]([N:6]([CH3:8])[CH3:7])=[O:5].[H][H]. The catalyst is C(O)C.[Pd]. (8) The reactants are [OH:1][CH2:2][C:3](=[O:5])[CH3:4].[C:6](O[C:6](=[O:10])[C:7]([CH3:9])=[CH2:8])(=[O:10])[C:7]([CH3:9])=[CH2:8].S(C1C=C(C)C(O)=C(C(C)(C)C)C=1)C1C=C(C)C(O)=C(C(C)(C)C)C=1.C(N(CC)CC)C. The catalyst is C1(C)C=CC=CC=1.CN(C1C=CN=CC=1)C.CO. The product is [C:6]([O:1][CH2:2][C:3](=[O:5])[CH3:4])(=[O:10])[C:7]([CH3:9])=[CH2:8]. The yield is 0.519. (9) The reactants are [Cl:1][C:2]1[CH:9]=[C:8]([O:10][C:11]2[CH:16]=[CH:15][C:14]([CH:17]=[O:18])=[CH:13][CH:12]=2)[CH:7]=[CH:6][C:3]=1[C:4]#[N:5].C([O-])([O-])=[O:20].[K+].[K+].OO.O. The product is [Cl:1][C:2]1[CH:9]=[C:8]([O:10][C:11]2[CH:16]=[CH:15][C:14]([CH:17]=[O:18])=[CH:13][CH:12]=2)[CH:7]=[CH:6][C:3]=1[C:4]([NH2:5])=[O:20]. The catalyst is CS(C)=O. The yield is 0.990.